This data is from Forward reaction prediction with 1.9M reactions from USPTO patents (1976-2016). The task is: Predict the product of the given reaction. (1) Given the reactants Br[C:2]1[CH:7]=[CH:6][CH:5]=[C:4]([C:8]([CH3:13])([CH3:12])[CH2:9][O:10][CH3:11])[CH:3]=1.[CH3:14][Si:15]([C:18]#[CH:19])([CH3:17])[CH3:16], predict the reaction product. The product is: [CH3:11][O:10][CH2:9][C:8]([C:4]1[CH:3]=[C:2]([C:19]#[C:18][Si:15]([CH3:17])([CH3:16])[CH3:14])[CH:7]=[CH:6][CH:5]=1)([CH3:13])[CH3:12]. (2) Given the reactants Cl.[CH3:2][CH:3]1[CH:7]([NH2:8])[CH2:6][CH2:5][O:4]1.Cl[C:10]1[C:19]2[C:14](=[C:15]([O:22][CH3:23])[C:16]([O:20][CH3:21])=[CH:17][CH:18]=2)[N:13]=[CH:12][N:11]=1.CCN(C(C)C)C(C)C, predict the reaction product. The product is: [CH3:21][O:20][C:16]1[C:15]([O:22][CH3:23])=[C:14]2[C:19]([C:10]([NH:8][CH:7]3[CH2:6][CH2:5][O:4][CH:3]3[CH3:2])=[N:11][CH:12]=[N:13]2)=[CH:18][CH:17]=1. (3) The product is: [Si:22]([O:39][CH2:40][C:3](=[O:5])[CH2:2][C:1]([O:7][CH2:8][CH3:9])=[O:6])([C:35]([CH3:36])([CH3:37])[CH3:38])([C:29]1[CH:30]=[CH:31][CH:32]=[CH:33][CH:34]=1)[C:23]1[CH:28]=[CH:27][CH:26]=[CH:25][CH:24]=1. Given the reactants [C:1]([O:7][CH2:8][CH3:9])(=[O:6])[CH2:2][C:3]([O-:5])=O.C(=O)=O.CC(C)=O.[Li]CCCC.[Si:22]([O:39][CH2:40]C(Cl)=O)([C:35]([CH3:38])([CH3:37])[CH3:36])([C:29]1[CH:34]=[CH:33][CH:32]=[CH:31][CH:30]=1)[C:23]1[CH:28]=[CH:27][CH:26]=[CH:25][CH:24]=1.Cl, predict the reaction product. (4) Given the reactants [CH:1]([C:4]([CH2:7][OH:8])([F:6])[F:5])([F:3])[F:2].N1C=CC=CC=1.[CH3:15][S:16](Cl)(=[O:18])=[O:17].Cl.N1C=CC=CC=1, predict the reaction product. The product is: [CH:1]([C:4]([CH2:7][O:8][S:16]([CH3:15])(=[O:18])=[O:17])([F:6])[F:5])([F:3])[F:2]. (5) Given the reactants [C:1]1([OH:7])[CH:6]=[CH:5][CH:4]=[CH:3][CH:2]=1.Cl.[H][H].[O:11]=O, predict the reaction product. The product is: [CH:6]1[C:1]([OH:7])=[CH:2][CH:3]=[C:4]([OH:11])[CH:5]=1.[C:4]1(=[O:11])[CH:5]=[CH:6][C:1](=[O:7])[CH:2]=[CH:3]1.[C:1]1([C:6](=[CH:5][CH:4]=[CH:3][CH:2]=1)[OH:11])[OH:7]. (6) Given the reactants [CH3:1][C@H:2]1[N:7]([C:8]([C:10]2[CH:15]=[CH:14][CH:13]=[CH:12][C:11]=2[N:16]2[N:20]=[CH:19][CH:18]=[N:17]2)=[O:9])[CH2:6][C@H:5]([O:21][C:22]2[CH:27]=[C:26]([C:28]([OH:31])(C)C)[CH:25]=[CH:24][N:23]=2)[CH2:4][CH2:3]1.ClC1C=C(C(O)(C)C)C=CN=1, predict the reaction product. The product is: [CH3:1][C@H:2]1[N:7]([C:8]([C:10]2[CH:15]=[CH:14][CH:13]=[CH:12][C:11]=2[N:16]2[N:20]=[CH:19][CH:18]=[N:17]2)=[O:9])[CH2:6][C@H:5]([O:21][C:22]2[CH:27]=[C:26]([CH2:28][OH:31])[CH:25]=[CH:24][N:23]=2)[CH2:4][CH2:3]1. (7) Given the reactants [Cl:1][C:2]1[CH:3]=[CH:4][C:5]([N:15]2[CH:19]=[C:18]([C:20]([F:23])([F:22])[F:21])[N:17]=[N:16]2)=[C:6]([C:8]2[N:13]=[CH:12][N:11]=[C:10]([OH:14])[CH:9]=2)[CH:7]=1.CN(C([O:31]N1N=NC2C=CC=NC1=2)=[N+](C)C)C.F[P-](F)(F)(F)(F)F.C1CCN2C(=NCCC2)CC1.N[C@@H:60]1[C:76]2[CH:77]=[C:72]([CH:73]=[CH:74][N:75]=2)[C:71]2[N:70]([CH3:78])[N:69]=[CH:68][C:67]=2[NH:66][C:65](=[O:79])[C@H:64]([CH3:80])[CH2:63][CH2:62][CH2:61]1.CN([CH:84]=[O:85])C, predict the reaction product. The product is: [F:21][C:20]([F:23])([F:22])[C:84]([OH:85])=[O:31].[Cl:1][C:2]1[CH:3]=[CH:4][C:5]([N:15]2[CH:19]=[C:18]([C:20]([F:21])([F:23])[F:22])[N:17]=[N:16]2)=[C:6]([C:8]2[N:13]=[CH:12][N:11]([C@@H:60]3[C:76]4[CH:77]=[C:72]([CH:73]=[CH:74][N:75]=4)[C:71]4[N:70]([CH3:78])[N:69]=[CH:68][C:67]=4[NH:66][C:65](=[O:79])[C@H:64]([CH3:80])[CH2:63][CH2:62][CH2:61]3)[C:10](=[O:14])[CH:9]=2)[CH:7]=1. (8) Given the reactants [C:1]1([C:34]2[CH:39]=[CH:38][CH:37]=[CH:36][CH:35]=2)[CH:6]=[CH:5][C:4]([CH2:7][C:8]2([C:31]([OH:33])=O)[CH2:13][CH2:12][N:11]([C:14](=[O:30])[C@@H:15]([NH:22]C(OC(C)(C)C)=O)[CH2:16][C:17]3[S:18][CH:19]=[CH:20][CH:21]=3)[CH2:10][CH2:9]2)=[CH:3][CH:2]=1.[O:40]1[CH2:45][CH2:44][CH:43]([CH2:46][NH2:47])[CH2:42][CH2:41]1.C(N(C(C)C)CC)(C)C.CN(C(ON1N=NC2C=CC=CC1=2)=[N+](C)C)C.F[P-](F)(F)(F)(F)F, predict the reaction product. The product is: [O:40]1[CH2:45][CH2:44][CH:43]([CH2:46][NH:47][C:31]([C:8]2([CH2:7][C:4]3[CH:3]=[CH:2][C:1]([C:34]4[CH:39]=[CH:38][CH:37]=[CH:36][CH:35]=4)=[CH:6][CH:5]=3)[CH2:13][CH2:12][N:11]([C:14](=[O:30])[C@@H:15]([NH2:22])[CH2:16][C:17]3[S:18][CH:19]=[CH:20][CH:21]=3)[CH2:10][CH2:9]2)=[O:33])[CH2:42][CH2:41]1.